Dataset: Catalyst prediction with 721,799 reactions and 888 catalyst types from USPTO. Task: Predict which catalyst facilitates the given reaction. (1) Reactant: [NH2:1][C:2]1[C:7]2=[C:8]([C:24]3[CH:29]=[CH:28][C:27]([NH:30][C:31]([NH:33][C:34]4[CH:39]=[C:38]([C:40]([F:43])([F:42])[F:41])[CH:37]=[CH:36][C:35]=4[F:44])=[O:32])=[C:26]([Cl:45])[CH:25]=3)[CH:9]=[C:10]([CH:11]3[CH2:16][CH2:15][N:14](C(OC(C)(C)C)=O)[CH2:13][CH2:12]3)[N:6]2[N:5]=[CH:4][N:3]=1.C(O)(C(F)(F)F)=O.C(OCC)(=O)C. The catalyst class is: 26. Product: [NH2:1][C:2]1[C:7]2=[C:8]([C:24]3[CH:29]=[CH:28][C:27]([NH:30][C:31]([NH:33][C:34]4[CH:39]=[C:38]([C:40]([F:43])([F:41])[F:42])[CH:37]=[CH:36][C:35]=4[F:44])=[O:32])=[C:26]([Cl:45])[CH:25]=3)[CH:9]=[C:10]([CH:11]3[CH2:16][CH2:15][NH:14][CH2:13][CH2:12]3)[N:6]2[N:5]=[CH:4][N:3]=1. (2) Reactant: [C:1]([O:5][C:6]([N:8]1[CH2:13][CH2:12][CH:11]([O:14][C:15]2[CH:20]=[CH:19][C:18]([NH:21][CH2:22]/[CH:23]=[CH:24]/[C:25]3[CH:26]=[C:27]([CH:30]=[CH:31][CH:32]=3)[C:28]#[N:29])=[CH:17][CH:16]=2)[CH2:10][CH2:9]1)=[O:7])([CH3:4])([CH3:3])[CH3:2].C=O.[C:35](O)(=O)C.C([BH3-])#N.[Na+]. Product: [C:1]([O:5][C:6]([N:8]1[CH2:13][CH2:12][CH:11]([O:14][C:15]2[CH:20]=[CH:19][C:18]([N:21]([CH2:22]/[CH:23]=[CH:24]/[C:25]3[CH:26]=[C:27]([CH:30]=[CH:31][CH:32]=3)[C:28]#[N:29])[CH3:35])=[CH:17][CH:16]=2)[CH2:10][CH2:9]1)=[O:7])([CH3:4])([CH3:2])[CH3:3]. The catalyst class is: 98. (3) Reactant: [C:1]([O:11][C:12]([CH3:15])([CH3:14])[CH3:13])(=[O:10])[CH2:2][C:3]([O:5]C(C)(C)C)=O.[H-].[Na+].[C:18]([C:20]1([N:25]([C:31]2[CH:32]=[N:33][N:34]([CH2:36][C:37]([F:40])([F:39])[F:38])[CH:35]=2)[C:26](=[O:30])[CH:27]=[C:28]=[CH2:29])[CH2:24][CH2:23][O:22][CH2:21]1)#[N:19]. Product: [CH3:29][C:28]1[C:27]2[C:26](=[O:30])[N:25]([C:31]3[CH:32]=[N:33][N:34]([CH2:36][C:37]([F:40])([F:38])[F:39])[CH:35]=3)[C:20]3([CH2:24][CH2:23][O:22][CH2:21]3)[C:18]=2[NH:19][C:3](=[O:5])[C:2]=1[C:1]([O:11][C:12]([CH3:13])([CH3:14])[CH3:15])=[O:10]. The catalyst class is: 1. (4) Product: [CH2:1]([C:4]1[CH:9]=[C:8]([Br:10])[CH:7]=[C:6]([N+:11]([O-:13])=[O:12])[C:5]=1[O:14][CH2:23][CH:22]=[CH2:21])[CH:2]=[CH2:3].[CH2:21]([O:14][CH2:5][CH3:6])[CH3:22]. The catalyst class is: 18. Reactant: [CH2:1]([C:4]1[CH:9]=[C:8]([Br:10])[CH:7]=[C:6]([N+:11]([O-:13])=[O:12])[C:5]=1[OH:14])[CH:2]=[CH2:3].C(=O)([O-])[O-].[K+].[K+].[CH2:21](Br)[CH:22]=[CH2:23]. (5) Reactant: [C:1]([O:5][C:6]([N:8]1[CH2:13][CH2:12][C:11](=O)[CH2:10][CH2:9]1)=[O:7])([CH3:4])([CH3:3])[CH3:2].C[O-].[Na+].[Cl:18][C:19]1[CH:20]=[C:21]2[C:25](=[CH:26][CH:27]=1)[NH:24][CH:23]=[CH:22]2. Product: [C:1]([O:5][C:6]([N:8]1[CH2:13][CH:12]=[C:11]([C:22]2[C:21]3[C:25](=[CH:26][CH:27]=[C:19]([Cl:18])[CH:20]=3)[NH:24][CH:23]=2)[CH2:10][CH2:9]1)=[O:7])([CH3:4])([CH3:3])[CH3:2]. The catalyst class is: 5.